From a dataset of Catalyst prediction with 721,799 reactions and 888 catalyst types from USPTO. Predict which catalyst facilitates the given reaction. Reactant: [CH:1]([C:4]1[CH:9]=[CH:8][CH:7]=[CH:6][C:5]=1[NH:10][C:11]1[CH:12]=[C:13]([C:18]2[CH:23]=[CH:22][CH:21]=[CH:20][CH:19]=2)[CH:14]=[CH:15][C:16]=1[NH2:17])([CH3:3])[CH3:2].S(=O)(O)[O-].[Na+].[CH:29](=O)[C:30]1[CH:35]=[CH:34][CH:33]=[CH:32][CH:31]=1.CN(C=O)C. Product: [CH:1]([C:4]1[CH:9]=[CH:8][CH:7]=[CH:6][C:5]=1[N:10]1[C:11]2[CH:12]=[C:13]([C:18]3[CH:23]=[CH:22][CH:21]=[CH:20][CH:19]=3)[CH:14]=[CH:15][C:16]=2[N:17]=[C:29]1[C:30]1[CH:35]=[CH:34][CH:33]=[CH:32][CH:31]=1)([CH3:3])[CH3:2]. The catalyst class is: 170.